Dataset: Full USPTO retrosynthesis dataset with 1.9M reactions from patents (1976-2016). Task: Predict the reactants needed to synthesize the given product. (1) Given the product [CH3:21][C:18]1[S:17][C:16]([N:13]2[CH2:14][CH2:15][CH:10]([O:9][C:7]3[S:8][C:4]4[CH:3]=[C:2]([C:32]5[CH2:37][CH2:36][N:35]([C:38]([O:40][C:41]([CH3:44])([CH3:43])[CH3:42])=[O:39])[CH2:34][CH:33]=5)[CH:23]=[CH:22][C:5]=4[N:6]=3)[CH2:11][CH2:12]2)=[N:20][N:19]=1, predict the reactants needed to synthesize it. The reactants are: Br[C:2]1[CH:23]=[CH:22][C:5]2[N:6]=[C:7]([O:9][CH:10]3[CH2:15][CH2:14][N:13]([C:16]4[S:17][C:18]([CH3:21])=[N:19][N:20]=4)[CH2:12][CH2:11]3)[S:8][C:4]=2[CH:3]=1.CC1(C)C(C)(C)OB([C:32]2[CH2:37][CH2:36][N:35]([C:38]([O:40][C:41]([CH3:44])([CH3:43])[CH3:42])=[O:39])[CH2:34][CH:33]=2)O1.C(=O)([O-])[O-].[K+].[K+]. (2) The reactants are: [Cl:1][C:2]1[CH:3]=[C:4](/[CH:19]=[CH:20]/[C:21]#[N:22])[CH:5]=[C:6]([O:8][C:9]2[CH:14]=[CH:13][C:12]([NH:15][CH3:16])=[CH:11][C:10]=2[O:17][CH3:18])[CH:7]=1.C([O-])([O-])=O.[Cs+].[Cs+].[Br:29][CH2:30]CBr. Given the product [Br:29][CH2:30][CH2:18][O:17][C:10]1[CH:11]=[C:12]([NH:15][CH3:16])[CH:13]=[CH:14][C:9]=1[O:8][C:6]1[CH:5]=[C:4](/[CH:19]=[CH:20]/[C:21]#[N:22])[CH:3]=[C:2]([Cl:1])[CH:7]=1, predict the reactants needed to synthesize it. (3) Given the product [CH2:37]([O:36][C@@H:35]1[C@@H:44]([O:45][CH2:46][C:47]2[CH:52]=[CH:51][CH:50]=[CH:49][CH:48]=2)[C@H:53]([O:54][CH2:55][C:56]2[CH:61]=[CH:60][CH:59]=[CH:58][CH:57]=2)[C@@H:62]([CH2:64][O:65][CH2:66][C:67]2[CH:68]=[CH:69][CH:70]=[CH:71][CH:72]=2)[O:63][C@H:34]1[C:32]1[CH:33]=[C:28]([CH2:27][C:26]2[CH:82]=[CH:83][C:23]([CH2:22][CH2:21][NH:20][C:2]([NH:84][C:85]([CH3:89])([CH3:88])[CH2:86][OH:87])=[O:3])=[CH:24][CH:25]=2)[C:29]([CH3:81])=[CH:30][C:31]=1[O:73][CH2:74][C:75]1[CH:80]=[CH:79][CH:78]=[CH:77][CH:76]=1)[C:38]1[CH:39]=[CH:40][CH:41]=[CH:42][CH:43]=1, predict the reactants needed to synthesize it. The reactants are: Cl[C:2](OC1C=CC([N+]([O-])=O)=CC=1)=[O:3].N1C=CC=CC=1.[NH2:20][CH2:21][CH2:22][C:23]1[CH:83]=[CH:82][C:26]([CH2:27][C:28]2[C:29]([CH3:81])=[CH:30][C:31]([O:73][CH2:74][C:75]3[CH:80]=[CH:79][CH:78]=[CH:77][CH:76]=3)=[C:32]([C@@H:34]3[O:63][C@H:62]([CH2:64][O:65][CH2:66][C:67]4[CH:72]=[CH:71][CH:70]=[CH:69][CH:68]=4)[C@@H:53]([O:54][CH2:55][C:56]4[CH:61]=[CH:60][CH:59]=[CH:58][CH:57]=4)[C@H:44]([O:45][CH2:46][C:47]4[CH:52]=[CH:51][CH:50]=[CH:49][CH:48]=4)[C@H:35]3[O:36][CH2:37][C:38]3[CH:43]=[CH:42][CH:41]=[CH:40][CH:39]=3)[CH:33]=2)=[CH:25][CH:24]=1.[NH2:84][C:85]([CH3:89])([CH3:88])[CH2:86][OH:87].